From a dataset of Full USPTO retrosynthesis dataset with 1.9M reactions from patents (1976-2016). Predict the reactants needed to synthesize the given product. (1) The reactants are: [Cl:1][C:2]1[CH:7]=[CH:6][CH:5]=[CH:4][C:3]=1[C:8]1[N:9]([CH2:25][CH2:26][S:27]([CH3:30])(=[O:29])=[O:28])[C:10]2[C:15]([N:16]=1)=[C:14]([N:17]1[CH2:22][CH2:21][N:20]([CH3:23])[CH2:19][CH2:18]1)[N:13]=[C:12]([CH3:24])[N:11]=2.Cl. Given the product [ClH:1].[Cl:1][C:2]1[CH:7]=[CH:6][CH:5]=[CH:4][C:3]=1[C:8]1[N:9]([CH2:25][CH2:26][S:27]([CH3:30])(=[O:29])=[O:28])[C:10]2[C:15]([N:16]=1)=[C:14]([N:17]1[CH2:22][CH2:21][N:20]([CH3:23])[CH2:19][CH2:18]1)[N:13]=[C:12]([CH3:24])[N:11]=2, predict the reactants needed to synthesize it. (2) Given the product [Cl:27][C:28]1[CH:29]=[C:30]([NH:34][C:35]([N:21]2[CH2:22][CH2:23][C:24](=[O:25])[N:18]([C@H:14]([CH2:15][O:16][CH3:17])[CH2:13][CH2:12][N:10]3[CH2:9][CH2:8][C:5]4([CH2:7][CH2:6]4)[C@H:4]([OH:3])[CH2:11]3)[CH2:19][C@H:20]2[CH3:26])=[O:36])[CH:31]=[CH:32][CH:33]=1, predict the reactants needed to synthesize it. The reactants are: Cl.Cl.[OH:3][C@@H:4]1[CH2:11][N:10]([CH2:12][CH2:13][C@H:14]([N:18]2[C:24](=[O:25])[CH2:23][CH2:22][NH:21][C@H:20]([CH3:26])[CH2:19]2)[CH2:15][O:16][CH3:17])[CH2:9][CH2:8][C:5]21[CH2:7][CH2:6]2.[Cl:27][C:28]1[CH:29]=[C:30]([N:34]=[C:35]=[O:36])[CH:31]=[CH:32][CH:33]=1. (3) Given the product [N:35]([CH2:24][CH2:23][O:22][C@@H:8]([C:4]1[CH:5]=[CH:6][CH:7]=[C:2]([F:1])[CH:3]=1)[C@@H:9]1[CH2:14][CH2:13][CH2:12][N:11]([C:15]([O:17][C:18]([CH3:21])([CH3:20])[CH3:19])=[O:16])[CH2:10]1)=[N+:36]=[N-:37], predict the reactants needed to synthesize it. The reactants are: [F:1][C:2]1[CH:3]=[C:4]([C@H:8]([O:22][CH2:23][CH2:24]OS(C)(=O)=O)[C@@H:9]2[CH2:14][CH2:13][CH2:12][N:11]([C:15]([O:17][C:18]([CH3:21])([CH3:20])[CH3:19])=[O:16])[CH2:10]2)[CH:5]=[CH:6][CH:7]=1.CN(C=O)C.[N-:35]=[N+:36]=[N-:37].[Na+].